This data is from Full USPTO retrosynthesis dataset with 1.9M reactions from patents (1976-2016). The task is: Predict the reactants needed to synthesize the given product. (1) Given the product [F:11][C:12]1[CH:19]=[C:18]([F:20])[CH:17]=[CH:16][C:13]=1[CH:14]([S:8]([C:5]1[CH:6]=[CH:7][C:2]([CH3:1])=[CH:3][CH:4]=1)(=[O:10])=[O:9])[NH:23][CH:21]=[O:22], predict the reactants needed to synthesize it. The reactants are: [CH3:1][C:2]1[CH:7]=[CH:6][C:5]([S:8]([OH:10])=[O:9])=[CH:4][CH:3]=1.[F:11][C:12]1[CH:19]=[C:18]([F:20])[CH:17]=[CH:16][C:13]=1[CH:14]=O.[CH:21]([NH2:23])=[O:22]. (2) The reactants are: [CH2:1]([O:3][C:4](=[O:16])/[CH:5]=[C:6](/[O:8][C:9]1[CH:10]=[C:11]([CH3:15])[CH:12]=[CH:13][CH:14]=1)\[CH3:7])[CH3:2].[Br:17]N1C(=O)CCC1=O.C(OOC(=O)C1C=CC=CC=1)(=O)C1C=CC=CC=1. Given the product [CH2:1]([O:3][C:4](=[O:16])/[CH:5]=[C:6](/[O:8][C:9]1[CH:10]=[C:11]([CH3:15])[CH:12]=[CH:13][CH:14]=1)\[CH2:7][Br:17])[CH3:2], predict the reactants needed to synthesize it.